From a dataset of Catalyst prediction with 721,799 reactions and 888 catalyst types from USPTO. Predict which catalyst facilitates the given reaction. Reactant: CS(O[CH2:6][C@H:7]1[CH2:12][N:11]([S:13]([C:16]2[S:17][CH:18]=[CH:19][CH:20]=2)(=[O:15])=[O:14])[CH2:10][CH2:9][N:8]1[C:21]1[CH:26]=[CH:25][C:24]([C:27]([OH:33])([CH3:32])[C:28]([F:31])([F:30])[F:29])=[CH:23][CH:22]=1)(=O)=O.[NH2:34][C:35]1[CH:40]=[CH:39][CH:38]=[CH:37][CH:36]=1. Product: [F:29][C:28]([F:30])([F:31])[C:27]([C:24]1[CH:25]=[CH:26][C:21]([N:8]2[CH2:9][CH2:10][N:11]([S:13]([C:16]3[S:17][CH:18]=[CH:19][CH:20]=3)(=[O:15])=[O:14])[CH2:12][C@@H:7]2[CH2:6][NH:34][C:35]2[CH:40]=[CH:39][CH:38]=[CH:37][CH:36]=2)=[CH:22][CH:23]=1)([OH:33])[CH3:32]. The catalyst class is: 5.